This data is from Full USPTO retrosynthesis dataset with 1.9M reactions from patents (1976-2016). The task is: Predict the reactants needed to synthesize the given product. (1) Given the product [Br:1][C:2]1[CH:10]=[CH:9][C:5]([C:6]([NH:8][CH:13]([OH:14])[C:12]([Cl:17])([Cl:11])[CH2:15][CH3:16])=[O:7])=[CH:4][CH:3]=1, predict the reactants needed to synthesize it. The reactants are: [Br:1][C:2]1[CH:10]=[CH:9][C:5]([C:6]([NH2:8])=[O:7])=[CH:4][CH:3]=1.[Cl:11][C:12]([Cl:17])([CH2:15][CH3:16])[CH:13]=[O:14]. (2) Given the product [CH2:28]([N:31]([CH3:32])[CH2:2]/[CH:3]=[CH:4]/[C@H:5]1[CH2:10][CH2:9][C@H:8]([CH2:11][CH2:12][N:13]([CH3:27])[S:14]([C:17]2[CH:22]=[CH:21][C:20]([C:23]([F:26])([F:25])[F:24])=[CH:19][CH:18]=2)(=[O:16])=[O:15])[CH2:7][CH2:6]1)[CH:29]=[CH2:30], predict the reactants needed to synthesize it. The reactants are: Cl[CH2:2]/[CH:3]=[CH:4]/[C@H:5]1[CH2:10][CH2:9][C@H:8]([CH2:11][CH2:12][N:13]([CH3:27])[S:14]([C:17]2[CH:22]=[CH:21][C:20]([C:23]([F:26])([F:25])[F:24])=[CH:19][CH:18]=2)(=[O:16])=[O:15])[CH2:7][CH2:6]1.[CH2:28]([NH:31][CH3:32])[CH:29]=[CH2:30]. (3) Given the product [CH:25]1([CH2:24][C:23]([NH:22][C:18]2[CH:17]=[CH:16][CH:15]=[C:14]3[C:19]=2[CH:20]=[CH:21][N:12]([CH:6]([CH2:7][OH:8])[CH2:5][OH:4])[C:13]3=[O:33])=[O:32])[CH2:31][CH2:30][CH2:29][CH2:28][CH2:27][CH2:26]1, predict the reactants needed to synthesize it. The reactants are: C([O:4][CH2:5][CH:6]([N:12]1[CH:21]=[CH:20][C:19]2[C:14](=[CH:15][CH:16]=[CH:17][C:18]=2[NH:22][C:23](=[O:32])[CH2:24][CH:25]2[CH2:31][CH2:30][CH2:29][CH2:28][CH2:27][CH2:26]2)[C:13]1=[O:33])[CH2:7][O:8]C(=O)C)(=O)C.C(=O)([O-])[O-].[K+].[K+].CO.